This data is from Forward reaction prediction with 1.9M reactions from USPTO patents (1976-2016). The task is: Predict the product of the given reaction. (1) Given the reactants Cl[C:2]1[CH:7]=[C:6]([C:8]2[N:13]=[C:12]([N:14]3[CH2:19][C@@H:18]4[CH2:20][C@H:15]3[CH2:16][N:17]4[C:21]([CH3:24])([CH3:23])[CH3:22])[N:11]3[CH:25]=[CH:26][N:27]=[C:10]3[CH:9]=2)[CH:5]=[CH:4][N:3]=1.[CH3:28][C@H:29]([NH2:36])[C:30]1[CH:35]=[CH:34][CH:33]=[CH:32][CH:31]=1.C1C=CC(P(C2C(C3C(P(C4C=CC=CC=4)C4C=CC=CC=4)=CC=C4C=3C=CC=C4)=C3C(C=CC=C3)=CC=2)C2C=CC=CC=2)=CC=1.CC([O-])(C)C.[Na+], predict the reaction product. The product is: [C:21]([N:17]1[CH2:16][C@@H:15]2[CH2:20][C@H:18]1[CH2:19][N:14]2[C:12]1[N:11]2[CH:25]=[CH:26][N:27]=[C:10]2[CH:9]=[C:8]([C:6]2[CH:5]=[CH:4][N:3]=[C:2]([NH:36][C@H:29]([C:30]3[CH:35]=[CH:34][CH:33]=[CH:32][CH:31]=3)[CH3:28])[CH:7]=2)[N:13]=1)([CH3:24])([CH3:23])[CH3:22]. (2) Given the reactants [N+:1]([C:4]1[N:9]=[CH:8][C:7]([O:10][C:11]2[CH:12]=[C:13]([NH:17][C:18](=[O:24])[O:19][C:20]([CH3:23])([CH3:22])[CH3:21])[CH:14]=[CH:15][CH:16]=2)=[CH:6][CH:5]=1)([O-])=O.[NH4+].[Cl-].O, predict the reaction product. The product is: [NH2:1][C:4]1[N:9]=[CH:8][C:7]([O:10][C:11]2[CH:12]=[C:13]([NH:17][C:18](=[O:24])[O:19][C:20]([CH3:22])([CH3:21])[CH3:23])[CH:14]=[CH:15][CH:16]=2)=[CH:6][CH:5]=1. (3) The product is: [CH3:25][O:24][C:22]1[CH:21]=[N:20][C:19]([N:26]2[CH:30]=[N:29][C:28]([CH3:31])=[N:27]2)=[C:18]2[NH:17][CH:16]=[C:15]([C:13](=[O:14])[C:12]([N:6]3[CH2:5][CH2:4][C:3]4[C:8](=[CH:9][CH:10]=[CH:11][C:2]=4[C:33]4[CH:38]=[CH:37][CH:36]=[CH:35][CH:34]=4)[CH2:7]3)=[O:32])[C:23]=12. Given the reactants Br[C:2]1[CH:11]=[CH:10][CH:9]=[C:8]2[C:3]=1[CH2:4][CH2:5][N:6]([C:12](=[O:32])[C:13]([C:15]1[C:23]3[C:18](=[C:19]([N:26]4[CH:30]=[N:29][C:28]([CH3:31])=[N:27]4)[N:20]=[CH:21][C:22]=3[O:24][CH3:25])[NH:17][CH:16]=1)=[O:14])[CH2:7]2.[C:33]1(B(O)O)[CH:38]=[CH:37][CH:36]=[CH:35][CH:34]=1.C([O-])([O-])=O.[K+].[K+].O1CCOCC1, predict the reaction product. (4) Given the reactants C(=O)([O-])[O-].[K+].[K+].[C:7]([O:11][CH3:12])(=[O:10])[CH2:8][SH:9].[Br:13][C:14]1[C:15](F)=[C:16]([CH:19]=[C:20]([C:22]([F:25])([F:24])[F:23])[CH:21]=1)[CH:17]=O.O, predict the reaction product. The product is: [Br:13][C:14]1[C:15]2[S:9][C:8]([C:7]([O:11][CH3:12])=[O:10])=[CH:17][C:16]=2[CH:19]=[C:20]([C:22]([F:23])([F:24])[F:25])[CH:21]=1. (5) Given the reactants O.[NH2:2][NH2:3].Cl[C:5]1[C:10]([CH3:11])=[CH:9][C:8]([N+:12]([O-:14])=[O:13])=[CH:7][N:6]=1, predict the reaction product. The product is: [NH:2]([C:5]1[C:10]([CH3:11])=[CH:9][C:8]([N+:12]([O-:14])=[O:13])=[CH:7][N:6]=1)[NH2:3].